Task: Predict the reaction yield, written as a fraction of the theoretical maximum amount of product (1.0 means a 100% yield; for example, 0.34 means a 34% yield).. Dataset: Reaction yield outcomes from USPTO patents with 853,638 reactions (1) The reactants are C[N:2](C)[CH:3]=[CH:4][C:5]([C:7]1[C:12](=[O:13])[CH:11]=[CH:10][N:9]([C:14]2[CH:19]=[CH:18][C:17]([N:20]3[CH2:25][CH2:24][O:23][CH2:22][CH2:21]3)=[CH:16][CH:15]=2)[N:8]=1)=O.[CH:27]1([NH:32]N)[CH2:31][CH2:30][CH2:29][CH2:28]1. The catalyst is CO. The product is [CH:27]1([N:32]2[C:5]([C:7]3[C:12](=[O:13])[CH:11]=[CH:10][N:9]([C:14]4[CH:15]=[CH:16][C:17]([N:20]5[CH2:21][CH2:22][O:23][CH2:24][CH2:25]5)=[CH:18][CH:19]=4)[N:8]=3)=[CH:4][CH:3]=[N:2]2)[CH2:31][CH2:30][CH2:29][CH2:28]1. The yield is 0.0900. (2) The reactants are [OH:1][CH:2]1[CH2:5][N:4]([C:6]2[S:7][CH:8]=[C:9]([C:11](=[O:16])[NH:12][CH2:13][CH2:14][OH:15])[N:10]=2)[CH2:3]1.[Si:17](Cl)([C:20]([CH3:23])([CH3:22])[CH3:21])([CH3:19])[CH3:18].N1C=CN=C1.CO. The catalyst is CN(C)C=O. The product is [Si:17]([O:15][CH2:14][CH2:13][NH:12][C:11]([C:9]1[N:10]=[C:6]([N:4]2[CH2:5][CH:2]([OH:1])[CH2:3]2)[S:7][CH:8]=1)=[O:16])([C:20]([CH3:23])([CH3:22])[CH3:21])([CH3:19])[CH3:18]. The yield is 0.750. (3) The reactants are [Cl:1][C:2]1[C:7]([OH:8])=[CH:6][CH:5]=[C:4]([CH2:9][OH:10])[N:3]=1.C([O-])(O)=O.[Na+].[I:16]I.OS([O-])(=O)=O.[Na+]. The catalyst is O. The product is [Cl:1][C:2]1[C:7]([OH:8])=[C:6]([I:16])[CH:5]=[C:4]([CH2:9][OH:10])[N:3]=1. The yield is 0.620. (4) The reactants are Cl[C:2]1[CH2:6][C@H:5]([CH:7]2[CH2:11][CH2:10][CH2:9][CH2:8]2)[N:4]([C:12]2[CH:19]=[CH:18][C:15]([C:16]#[N:17])=[C:14]([CH3:20])[N:13]=2)[N:3]=1.[CH3:21][O:22][C:23]1[N:31]=[C:30](B2OC(C)(C)C(C)(C)O2)[CH:29]=[CH:28][C:24]=1[C:25]([NH2:27])=[O:26].C(=O)([O-])[O-].[Na+].[Na+]. The catalyst is ClCCl.C1C=CC([P]([Pd]([P](C2C=CC=CC=2)(C2C=CC=CC=2)C2C=CC=CC=2)([P](C2C=CC=CC=2)(C2C=CC=CC=2)C2C=CC=CC=2)[P](C2C=CC=CC=2)(C2C=CC=CC=2)C2C=CC=CC=2)(C2C=CC=CC=2)C2C=CC=CC=2)=CC=1. The product is [C:16]([C:15]1[CH:18]=[CH:19][C:12]([N:4]2[C@@H:5]([CH:7]3[CH2:11][CH2:10][CH2:9][CH2:8]3)[CH2:6][C:2]([C:30]3[CH:29]=[CH:28][C:24]([C:25]([NH2:27])=[O:26])=[C:23]([O:22][CH3:21])[N:31]=3)=[N:3]2)=[N:13][C:14]=1[CH3:20])#[N:17]. The yield is 0.140. (5) The reactants are [Br:1][C:2]1[CH:3]=[C:4]2[C:8](=[CH:9][CH:10]=1)[NH:7][C:6](=[O:11])[CH2:5]2.[CH2:12]([N:14]([CH2:34][CH3:35])[CH2:15][CH2:16][CH2:17][NH:18][C:19]([C:21]1[C:25]([CH:26]([CH3:28])[CH3:27])=[C:24]([CH:29]=O)[NH:23][C:22]=1[CH:31]([CH3:33])[CH3:32])=[O:20])[CH3:13]. No catalyst specified. The product is [CH2:34]([N:14]([CH2:12][CH3:13])[CH2:15][CH2:16][CH2:17][NH:18][C:19]([C:21]1[C:25]([CH:26]([CH3:28])[CH3:27])=[C:24]([CH:29]=[C:5]2[C:4]3[C:8](=[CH:9][CH:10]=[C:2]([Br:1])[CH:3]=3)[NH:7][C:6]2=[O:11])[NH:23][C:22]=1[CH:31]([CH3:33])[CH3:32])=[O:20])[CH3:35]. The yield is 0.250.